Dataset: Catalyst prediction with 721,799 reactions and 888 catalyst types from USPTO. Task: Predict which catalyst facilitates the given reaction. Reactant: [CH3:1][C:2]([C:4]1[CH:9]=[CH:8][C:7]([O:10][CH3:11])=[C:6]([O:12][CH3:13])[CH:5]=1)=[O:3].[CH3:14][O:15][C:16]1[CH:21]=[CH:20][C:19]([NH:22][C:23]2[N:30]=[CH:29][CH:28]=[CH:27][C:24]=2[CH:25]=O)=[CH:18][CH:17]=1.Cl. Product: [CH3:13][O:12][C:6]1[CH:5]=[C:4]([C:2](=[O:3])/[CH:1]=[CH:25]/[C:24]2[C:23]([NH:22][C:19]3[CH:18]=[CH:17][C:16]([O:15][CH3:14])=[CH:21][CH:20]=3)=[N:30][CH:29]=[CH:28][CH:27]=2)[CH:9]=[CH:8][C:7]=1[O:10][CH3:11]. The catalyst class is: 5.